Dataset: Peptide-MHC class II binding affinity with 134,281 pairs from IEDB. Task: Regression. Given a peptide amino acid sequence and an MHC pseudo amino acid sequence, predict their binding affinity value. This is MHC class II binding data. (1) The peptide sequence is ELNLLDKRQFELYKR. The MHC is DRB3_0301 with pseudo-sequence DRB3_0301. The binding affinity (normalized) is 0.347. (2) The peptide sequence is GELDIVDKIDAAFKI. The MHC is DRB1_0701 with pseudo-sequence DRB1_0701. The binding affinity (normalized) is 0.878. (3) The peptide sequence is QYDVIIQHPADMSWC. The MHC is DRB1_1302 with pseudo-sequence DRB1_1302. The binding affinity (normalized) is 0.647. (4) The peptide sequence is ASAAIFGHDGTVWAQ. The MHC is DRB1_0301 with pseudo-sequence DRB1_0301. The binding affinity (normalized) is 0.257. (5) The peptide sequence is VHRGAVPRRGPRGGP. The MHC is HLA-DPA10103-DPB10201 with pseudo-sequence HLA-DPA10103-DPB10201. The binding affinity (normalized) is 0.205. (6) The peptide sequence is GSGGVWREMHHLVEF. The MHC is DRB1_0901 with pseudo-sequence DRB1_0901. The binding affinity (normalized) is 0.600.